Dataset: HIV replication inhibition screening data with 41,000+ compounds from the AIDS Antiviral Screen. Task: Binary Classification. Given a drug SMILES string, predict its activity (active/inactive) in a high-throughput screening assay against a specified biological target. (1) The molecule is CCOP(=O)(OCC)C(C#N)=Cc1cn(C)cn1. The result is 0 (inactive). (2) The drug is O=C1OC(c2ccccc2)=C2CCC3CCCCN1C23. The result is 0 (inactive).